This data is from Forward reaction prediction with 1.9M reactions from USPTO patents (1976-2016). The task is: Predict the product of the given reaction. (1) Given the reactants [Li+].C[Si]([N-][Si](C)(C)C)(C)C.[NH2:11][C:12]1[CH:13]=[CH:14][C:15]([Cl:18])=[N:16][CH:17]=1.F[C:20]1[C:25]([C:26]2[N:31]=[C:30]([CH3:32])[N:29]=[C:28]([N:33]([CH2:43][C:44]3[CH:49]=[CH:48][C:47]([O:50][CH3:51])=[CH:46][CH:45]=3)[CH2:34][C:35]3[CH:40]=[CH:39][C:38]([O:41][CH3:42])=[CH:37][CH:36]=3)[N:27]=2)=[CH:24][CH:23]=[CH:22][N:21]=1.Cl, predict the reaction product. The product is: [Cl:18][C:15]1[N:16]=[CH:17][C:12]([NH:11][C:20]2[C:25]([C:26]3[N:31]=[C:30]([CH3:32])[N:29]=[C:28]([N:33]([CH2:34][C:35]4[CH:36]=[CH:37][C:38]([O:41][CH3:42])=[CH:39][CH:40]=4)[CH2:43][C:44]4[CH:45]=[CH:46][C:47]([O:50][CH3:51])=[CH:48][CH:49]=4)[N:27]=3)=[CH:24][CH:23]=[CH:22][N:21]=2)=[CH:13][CH:14]=1. (2) The product is: [OH:8][CH2:9][CH2:10][N:11]1[C:17](=[O:18])[C@@H:16]([NH:19][C:20](=[O:34])[CH:21]([CH3:33])[C:22]([NH:24][CH2:25][C:26]([F:31])([F:32])[C:27]([F:29])([F:30])[F:28])=[O:23])[C:15]2[CH:35]=[CH:36][CH:37]=[CH:38][C:14]=2[C:13]2[CH:39]=[CH:40][CH:41]=[CH:42][C:12]1=2. Given the reactants C([O:8][CH2:9][CH2:10][N:11]1[C:17](=[O:18])[C@@H:16]([NH:19][C:20](=[O:34])[CH:21]([CH3:33])[C:22]([NH:24][CH2:25][C:26]([F:32])([F:31])[C:27]([F:30])([F:29])[F:28])=[O:23])[C:15]2[CH:35]=[CH:36][CH:37]=[CH:38][C:14]=2[C:13]2[CH:39]=[CH:40][CH:41]=[CH:42][C:12]1=2)C1C=CC=CC=1.Cl, predict the reaction product. (3) Given the reactants Br[C:2]1[CH:7]=[CH:6][C:5]([C:8]2[N:12]([CH2:13][C@@H:14]3[CH2:18][CH2:17][N:16]([C:19]([O:21][C:22]([CH3:25])([CH3:24])[CH3:23])=[O:20])[CH2:15]3)[C:11](=[O:26])[NH:10][N:9]=2)=[CH:4][CH:3]=1.CC1(C)C(C)(C)OB([C:35]2[CH:36]=[CH:37][C:38]3[O:42][CH:41]=[CH:40][C:39]=3[CH:43]=2)O1.C([O-])([O-])=O.[Cs+].[Cs+], predict the reaction product. The product is: [O:42]1[C:38]2[CH:37]=[CH:36][C:35]([C:2]3[CH:3]=[CH:4][C:5]([C:8]4[N:12]([CH2:13][C@@H:14]5[CH2:18][CH2:17][N:16]([C:19]([O:21][C:22]([CH3:25])([CH3:24])[CH3:23])=[O:20])[CH2:15]5)[C:11](=[O:26])[NH:10][N:9]=4)=[CH:6][CH:7]=3)=[CH:43][C:39]=2[CH:40]=[CH:41]1.